Dataset: Reaction yield outcomes from USPTO patents with 853,638 reactions. Task: Predict the reaction yield, written as a fraction of the theoretical maximum amount of product (1.0 means a 100% yield; for example, 0.34 means a 34% yield). (1) The product is [CH:45]1([C:2]2[CH:3]=[C:4]([C@@:9]([NH:31][C:32](=[O:44])[C:33]3[CH:38]=[CH:37][C:36]([F:39])=[C:35]([C:40]([F:42])([F:41])[F:43])[CH:34]=3)([C:17]3[CH:22]=[C:21]([O:23][C:24]([F:28])([F:29])[CH:25]([F:26])[F:27])[CH:20]=[C:19]([F:30])[CH:18]=3)[CH2:10][C:11]3[CH:16]=[CH:15][CH:14]=[CH:13][CH:12]=3)[CH:5]=[CH:6][C:7]=2[F:8])[CH2:47][CH2:46]1. The yield is 0.300. The reactants are Br[C:2]1[CH:3]=[C:4]([C@@:9]([NH:31][C:32](=[O:44])[C:33]2[CH:38]=[CH:37][C:36]([F:39])=[C:35]([C:40]([F:43])([F:42])[F:41])[CH:34]=2)([C:17]2[CH:22]=[C:21]([O:23][C:24]([F:29])([F:28])[CH:25]([F:27])[F:26])[CH:20]=[C:19]([F:30])[CH:18]=2)[CH2:10][C:11]2[CH:16]=[CH:15][CH:14]=[CH:13][CH:12]=2)[CH:5]=[CH:6][C:7]=1[F:8].[CH:45]1(B(O)O)[CH2:47][CH2:46]1.C1(P(C2CCCCC2)C2CCCCC2)CCCCC1.[O-]P([O-])([O-])=O.[K+].[K+].[K+]. The catalyst is C1(C)C=CC=CC=1.C([O-])(=O)C.[Pd+2].C([O-])(=O)C. (2) The reactants are [Cl:1][CH2:2][CH2:3][C:4]1[CH:9]=[CH:8][C:7]([NH:10][C:11](=[O:13])[CH3:12])=[C:6]([CH3:14])[CH:5]=1.[CH2:15](I)[CH3:16]. No catalyst specified. The product is [Cl:1][CH2:2][CH2:3][C:4]1[CH:9]=[CH:8][C:7]([N:10]([CH2:15][CH3:16])[C:11](=[O:13])[CH3:12])=[C:6]([CH3:14])[CH:5]=1. The yield is 0.880. (3) The reactants are O1[C:5]2([CH2:10][CH2:9][N:8]([CH2:11][CH:12]3[C:22]4=[C:23]5[C:18](=[CH:19][CH:20]=[C:21]4[F:24])[CH:17]=[CH:16][C:15](=[O:25])[N:14]5[CH2:13]3)[CH2:7][CH2:6]2)[O:4]CC1.C(=O)(O)[O-].[Na+]. The catalyst is CC(C)=O.Cl. The product is [F:24][C:21]1[C:22]2[CH:12]([CH2:11][N:8]3[CH2:9][CH2:10][C:5](=[O:4])[CH2:6][CH2:7]3)[CH2:13][N:14]3[C:23]=2[C:18]([CH:17]=[CH:16][C:15]3=[O:25])=[CH:19][CH:20]=1. The yield is 0.670. (4) The reactants are [CH3:1][S:2]([O:5][C:6]1[CH:11]=[CH:10][CH:9]=[C:8]([C:12]2([C:20]3[CH:25]=[CH:24][C:23]([F:26])=[C:22](Br)[CH:21]=3)[C:16](=[O:17])[N:15]([CH3:18])[C:14]([NH2:19])=[N:13]2)[CH:7]=1)(=[O:4])=[O:3].[CH3:28][O:29][C:30]1[CH:35]=[CH:34][N:33]=[C:32]([Sn](CCCC)(CCCC)CCCC)[N:31]=1. The catalyst is Cl[Pd](Cl)([P](C1C=CC=CC=1)(C1C=CC=CC=1)C1C=CC=CC=1)[P](C1C=CC=CC=1)(C1C=CC=CC=1)C1C=CC=CC=1.O1CCCC1. The product is [CH3:1][S:2]([O:5][C:6]1[CH:11]=[CH:10][CH:9]=[C:8]([C:12]2([C:20]3[CH:25]=[CH:24][C:23]([F:26])=[C:22]([C:32]4[N:31]=[C:30]([O:29][CH3:28])[CH:35]=[CH:34][N:33]=4)[CH:21]=3)[C:16](=[O:17])[N:15]([CH3:18])[C:14]([NH2:19])=[N:13]2)[CH:7]=1)(=[O:4])=[O:3]. The yield is 0.0900. (5) The reactants are [C:1]1([CH3:14])[CH:6]=[CH:5][CH:4]=[CH:3][C:2]=1[NH:7][C:8](=O)[C:9]([CH3:12])([CH3:11])[CH3:10].[Li]CCCC.[NH4+].[Cl-]. The catalyst is C1COCC1. The product is [C:9]([C:8]1[NH:7][C:2]2[C:1]([CH:14]=1)=[CH:6][CH:5]=[CH:4][CH:3]=2)([CH3:12])([CH3:11])[CH3:10]. The yield is 0.880. (6) The reactants are [Cl:1][C:2]1[N:7]=[C:6]([Cl:8])[C:5]([O:9][CH2:10][C:11](N(OC)CC)=[O:12])=[C:4]([N:18]2[CH2:23][CH2:22][O:21][CH2:20][CH2:19]2)[N:3]=1.[CH3:24][Mg]Br. The catalyst is C1COCC1. The product is [Cl:1][C:2]1[N:7]=[C:6]([Cl:8])[C:5]([O:9][CH2:10][C:11](=[O:12])[CH3:24])=[C:4]([N:18]2[CH2:23][CH2:22][O:21][CH2:20][CH2:19]2)[N:3]=1. The yield is 0.800. (7) The reactants are [H-].[Na+].[O:3]1[CH2:7][CH2:6][CH2:5][CH2:4]1.C1(O)CCC1.[CH2:13]([Sn:17]([CH2:24][CH2:25][CH2:26][CH3:27])([CH2:20][CH2:21][CH2:22][CH3:23])[CH2:18]I)[CH2:14][CH2:15][CH3:16]. The catalyst is O.CCCCCCC.CN(C)C=O. The product is [CH2:24]([Sn:17]([CH2:13][CH2:14][CH2:15][CH3:16])([CH2:20][CH2:21][CH2:22][CH3:23])[CH2:18][O:3][CH:7]1[CH2:6][CH2:5][CH2:4]1)[CH2:25][CH2:26][CH3:27]. The yield is 0.920. (8) The reactants are [CH3:1][N:2]1[C:6]([CH3:7])=[CH:5][C:4]([C:8]([OH:10])=O)=[C:3]1[CH3:11].CN(C)C=O.C(Cl)(=O)C(Cl)=O.[NH2:23][C:24]1[CH:25]=[C:26]([CH:43]=[CH:44][C:45]=1[CH3:46])[O:27][C:28]1[CH:29]=[CH:30][C:31]2[N:32]([CH:34]=[C:35]([NH:37][C:38]([CH:40]3[CH2:42][CH2:41]3)=[O:39])[N:36]=2)[N:33]=1.C(N(CC)CC)C. The catalyst is O1CCCC1.CN(C)C(=O)C.O. The product is [CH:40]1([C:38]([NH:37][C:35]2[N:36]=[C:31]3[CH:30]=[CH:29][C:28]([O:27][C:26]4[CH:43]=[CH:44][C:45]([CH3:46])=[C:24]([NH:23][C:8]([C:4]5[CH:5]=[C:6]([CH3:7])[N:2]([CH3:1])[C:3]=5[CH3:11])=[O:10])[CH:25]=4)=[N:33][N:32]3[CH:34]=2)=[O:39])[CH2:41][CH2:42]1. The yield is 0.240.